This data is from Full USPTO retrosynthesis dataset with 1.9M reactions from patents (1976-2016). The task is: Predict the reactants needed to synthesize the given product. (1) Given the product [O:33]1[CH:37]=[CH:36][C:35]([C:2]2[CH:10]=[CH:9][CH:8]=[C:7]3[C:3]=2[C:4]2([CH2:25][O:24][C:23]4[CH:26]=[C:27]5[C:31](=[CH:32][C:22]2=4)[CH2:30][CH2:29][O:28]5)[C:5](=[O:21])[N:6]3[CH2:11][C:12]2[O:13][C:14]([C:17]([F:18])([F:20])[F:19])=[CH:15][CH:16]=2)=[CH:34]1, predict the reactants needed to synthesize it. The reactants are: Br[C:2]1[CH:10]=[CH:9][CH:8]=[C:7]2[C:3]=1[C:4]1([CH2:25][O:24][C:23]3[CH:26]=[C:27]4[C:31](=[CH:32][C:22]1=3)[CH2:30][CH2:29][O:28]4)[C:5](=[O:21])[N:6]2[CH2:11][C:12]1[O:13][C:14]([C:17]([F:20])([F:19])[F:18])=[CH:15][CH:16]=1.[O:33]1[CH:37]=[CH:36][C:35](B(O)O)=[CH:34]1.CN(C)C1N=CC(B(O)O)=CC=1. (2) Given the product [O:19]=[C:17]([CH2:1][CH2:2][CH2:3][CH3:4])[CH2:16][CH2:15][CH2:14][CH2:13][C:12]([O:11][CH2:9][CH3:10])=[O:20], predict the reactants needed to synthesize it. The reactants are: [CH2:1](I)[CH2:2][CH2:3][CH3:4].II.[Cl-].[CH2:9]([O:11][C:12](=[O:20])[CH2:13][CH2:14][CH2:15][CH2:16][C:17]([OH:19])=O)[CH3:10].S(=O)(=O)(O)O. (3) Given the product [CH3:1][O:2][C:3]1[CH:8]=[N:7][C:6]([C:9]2[CH:14]=[CH:13][C:12]([N:15]3[CH2:16][CH2:17][NH:18][CH2:19][CH2:20]3)=[CH:11][CH:10]=2)=[C:5]2[NH:28][CH:29]=[C:30]([C:31](=[O:51])[C:32]([N:33]3[CH2:38][CH2:37][N:36]([C:39]4[N:43]([C:44]5[CH:49]=[CH:48][CH:47]=[CH:46][N:45]=5)[N:42]=[N:41][N:40]=4)[CH2:35][CH2:34]3)=[O:50])[C:4]=12, predict the reactants needed to synthesize it. The reactants are: [CH3:1][O:2][C:3]1[CH:8]=[N:7][C:6]([C:9]2[CH:14]=[CH:13][C:12]([N:15]3[CH2:20][CH2:19][N:18](C(OC(C)(C)C)=O)[CH2:17][CH2:16]3)=[CH:11][CH:10]=2)=[C:5]2[NH:28][CH:29]=[C:30]([C:31](=[O:51])[C:32](=[O:50])[N:33]3[CH2:38][CH2:37][N:36]([C:39]4[N:43]([C:44]5[CH:49]=[CH:48][CH:47]=[CH:46][N:45]=5)[N:42]=[N:41][N:40]=4)[CH2:35][CH2:34]3)[C:4]=12.Cl. (4) Given the product [C:15]([N:9]1[C:10]([C:11]([F:13])([F:14])[F:12])=[C:6]([C:4]([OH:5])=[O:3])[CH:7]=[N:8]1)([CH3:18])([CH3:16])[CH3:17], predict the reactants needed to synthesize it. The reactants are: C([O:3][C:4]([C:6]1[CH:7]=[N:8][N:9]([C:15]([CH3:18])([CH3:17])[CH3:16])[C:10]=1[C:11]([F:14])([F:13])[F:12])=[O:5])C.[OH-].[Li+]. (5) Given the product [C:25]([O:28][CH:29]1[O:31][C@H:14]([CH2:16][Cl:17])[C@@H:9]([O:10][C:11](=[O:13])[CH3:12])[C@H:30]1[O:21][C:22](=[O:39])[CH3:24])(=[O:27])[CH3:26], predict the reactants needed to synthesize it. The reactants are: COC1O[C@H:14]([CH2:16][Cl:17])[C@@H:9]([O:10][C:11](=[O:13])[CH3:12])[C@H]1OC(=O)C.C([O:21][CH:22]([CH3:24])C)(C)C.[C:25]([O:28][C:29](=[O:31])[CH3:30])(=[O:27])[CH3:26].N1C=CC=CC=1.S(=O)(=O)(O)[OH:39]. (6) Given the product [C:1]([CH2:3][CH2:4][PH:5]([O:91][C@@H:90]1[C@@H:92]([CH2:93][O:94][C:95]([C:112]2[CH:113]=[CH:114][CH:115]=[CH:116][CH:117]=2)([C:104]2[CH:109]=[CH:108][C:107]([O:110][CH3:111])=[CH:106][CH:105]=2)[C:96]2[CH:97]=[CH:98][C:99]([O:102][CH3:103])=[CH:100][CH:101]=2)[O:118][C@@H:75]([N:74]2[C:119]3[N:120]=[CH:121][N:122]=[C:70]([NH:69][C:66](=[O:68])[CH3:67])[C:71]=3[N:72]=[CH:73]2)[C@@H:76]1[O:77][CH2:78][O:79][CH2:80][CH:81]([C:82]([F:83])([F:84])[F:85])[C:86]([F:89])([F:88])[F:87])([N:7]([CH:11]([CH3:13])[CH3:12])[CH:8]([CH3:9])[CH3:10])[OH:6])#[N:2], predict the reactants needed to synthesize it. The reactants are: [C:1]([CH2:3][CH2:4][PH:5](O[C@@H]1[C@@H](COC(C2C=CC=CC=2)(C2C=CC(OC)=CC=2)C2C=CC(OC)=CC=2)O[C@@H](N2C=CC(=O)NC2=O)[C@@H]1OCOCC(C(F)(F)F)C(F)(F)F)([N:7]([CH:11]([CH3:13])[CH3:12])[CH:8]([CH3:10])[CH3:9])[OH:6])#[N:2].[C:66]([NH:69][C:70]1[C:71]2[N:72]=[CH:73][N:74]([C:119]=2[N:120]=[CH:121][N:122]=1)[C@@H:75]1[O:118][C@H:92]([CH2:93][O:94][C:95]([C:112]2[CH:117]=[CH:116][CH:115]=[CH:114][CH:113]=2)([C:104]2[CH:109]=[CH:108][C:107]([O:110][CH3:111])=[CH:106][CH:105]=2)[C:96]2[CH:101]=[CH:100][C:99]([O:102][CH3:103])=[CH:98][CH:97]=2)[C@@H:90]([OH:91])[C@H:76]1[O:77][CH2:78][O:79][CH2:80][CH:81]([C:86]([F:89])([F:88])[F:87])[C:82]([F:85])([F:84])[F:83])(=[O:68])[CH3:67].